This data is from Catalyst prediction with 721,799 reactions and 888 catalyst types from USPTO. The task is: Predict which catalyst facilitates the given reaction. Reactant: [Cl:1][C@@:2]1([F:11])[C@H:6]([OH:7])[C@@H:5]([CH2:8][OH:9])[O:4][C:3]1=[O:10].[C:12]1([CH3:21])[CH:17]=[CH:16][C:15]([C:18](Cl)=[O:19])=[CH:14][CH:13]=1.C(N([CH2:27][CH3:28])CC)C. Product: [CH3:21][C:12]1[CH:17]=[CH:16][C:15]([C:18]([O:7][C@H:6]2[C@@:2]([Cl:1])([F:11])[C:3](=[O:10])[O:4][C@@H:5]2[CH2:8][O:9][C:18](=[O:19])[C:15]2[CH:16]=[CH:17][C:27]([CH3:28])=[CH:13][CH:14]=2)=[O:19])=[CH:14][CH:13]=1. The catalyst class is: 12.